From a dataset of Full USPTO retrosynthesis dataset with 1.9M reactions from patents (1976-2016). Predict the reactants needed to synthesize the given product. (1) The reactants are: I[C:2]1[CH:3]=[N:4][CH:5]=[C:6]([I:8])[CH:7]=1.[Cl:9][C:10]1[CH:11]=[C:12]2[C:16](=[CH:17][CH:18]=1)[C:15](=[O:19])[NH:14][C:13]2([CH3:21])[CH3:20].[O-]P([O-])([O-])=O.[K+].[K+].[K+].N[C@H]1CCCC[C@@H]1N. Given the product [Cl:9][C:10]1[CH:11]=[C:12]2[C:16](=[CH:17][CH:18]=1)[C:15](=[O:19])[N:14]([C:2]1[CH:3]=[N:4][CH:5]=[C:6]([I:8])[CH:7]=1)[C:13]2([CH3:21])[CH3:20], predict the reactants needed to synthesize it. (2) Given the product [F:1][C:2]1[CH:3]=[C:4]([CH:26]=[CH:27][C:28]=1[F:29])[CH2:5][C:6]1[S:7][C:8]2[C:14]([C:15]3[CH:16]=[C:17]([CH:23]=[CH:24][CH:25]=3)[C:18]([OH:20])=[O:19])=[CH:13][CH:12]=[CH:11][C:9]=2[CH:10]=1.[F:30][C:31]1[CH:32]=[C:33]([CH:53]=[CH:54][C:55]=1[F:56])[CH2:34][C:35]1[S:36][C:37]2[C:43]([C:44]3[CH:45]=[C:46]([CH:50]=[CH:51][CH:52]=3)[C:47]([NH:61][CH2:60][CH2:59][O:58][CH3:57])=[O:48])=[CH:42][CH:41]=[CH:40][C:38]=2[CH:39]=1, predict the reactants needed to synthesize it. The reactants are: [F:1][C:2]1[CH:3]=[C:4]([CH:26]=[CH:27][C:28]=1[F:29])[CH2:5][C:6]1[S:7][C:8]2[C:14]([C:15]3[CH:16]=[C:17]([CH:23]=[CH:24][CH:25]=3)[C:18]([O:20]CC)=[O:19])=[CH:13][CH:12]=[CH:11][C:9]=2[CH:10]=1.[F:30][C:31]1[CH:32]=[C:33]([CH:53]=[CH:54][C:55]=1[F:56])[CH2:34][C:35]1[S:36][C:37]2[C:43]([C:44]3[CH:45]=[C:46]([CH:50]=[CH:51][CH:52]=3)[C:47](O)=[O:48])=[CH:42][CH:41]=[CH:40][C:38]=2[CH:39]=1.[CH3:57][O:58][CH2:59][CH2:60][NH2:61]. (3) Given the product [F:14][C:15]1[CH:20]=[CH:19][C:18]([C@H:5]2[C@H:1]([OH:6])[CH2:2][N:3]([C:7]([O:9][C:10]([CH3:13])([CH3:12])[CH3:11])=[O:8])[CH2:4]2)=[CH:17][CH:16]=1, predict the reactants needed to synthesize it. The reactants are: [CH:1]12[O:6][CH:5]1[CH2:4][N:3]([C:7]([O:9][C:10]([CH3:13])([CH3:12])[CH3:11])=[O:8])[CH2:2]2.[F:14][C:15]1[CH:20]=[CH:19][C:18]([Mg]Br)=[CH:17][CH:16]=1. (4) Given the product [ClH:39].[NH2:8][C@H:9]([CH2:29][C:30]1[CH:35]=[C:34]([F:36])[C:33]([F:37])=[CH:32][C:31]=1[F:38])[CH2:10][C:11]([N:13]1[CH2:19][CH2:18][CH2:17][N:16]([CH3:20])[C:15](=[O:21])[C@H:14]1[CH2:22][C:23]1[CH:28]=[CH:27][CH:26]=[CH:25][CH:24]=1)=[O:12], predict the reactants needed to synthesize it. The reactants are: C(OC([NH:8][C@H:9]([CH2:29][C:30]1[CH:35]=[C:34]([F:36])[C:33]([F:37])=[CH:32][C:31]=1[F:38])[CH2:10][C:11]([N:13]1[CH2:19][CH2:18][CH2:17][N:16]([CH3:20])[C:15](=[O:21])[C@H:14]1[CH2:22][C:23]1[CH:28]=[CH:27][CH:26]=[CH:25][CH:24]=1)=[O:12])=O)(C)(C)C.[ClH:39]. (5) Given the product [CH3:24][O:23][C:21](=[O:22])[C:20](=[N:9][NH:2][C:3]1[CH:8]=[CH:7][C:6]([O:32][CH3:30])=[C:5]([O:28][CH3:25])[CH:4]=1)[C:18](=[O:19])[CH2:17][C:15]([O:14][CH3:13])=[O:16], predict the reactants needed to synthesize it. The reactants are: Cl.[NH2:2][C:3]1[CH:8]=[CH:7][CH:6]=[CH:5][CH:4]=1.[N:9]([O-])=O.[Na+].[CH3:13][O:14][C:15]([CH2:17][C:18]([CH2:20][C:21]([O:23][CH3:24])=[O:22])=[O:19])=[O:16].[C:25]([O-:28])(=O)C.[Na+].[CH2:30]([OH:32])C. (6) Given the product [O:42]1[CH:43]=[CH:44][C:40]([NH:39][S:23]([C:19]2[CH:18]=[C:17]3[C:22](=[CH:21][CH:20]=2)[N:13]([C:4]2[C:3]([O:2][CH3:1])=[CH:12][C:11]4[C:6](=[CH:7][CH:8]=[CH:9][CH:10]=4)[CH:5]=2)[C:14](=[O:38])[CH:15]=[CH:16]3)(=[O:24])=[O:25])=[N:41]1, predict the reactants needed to synthesize it. The reactants are: [CH3:1][O:2][C:3]1[C:4]([N:13]2[C:22]3[C:17](=[CH:18][C:19]([S:23](OC4C(F)=C(F)C(F)=C(F)C=4F)(=[O:25])=[O:24])=[CH:20][CH:21]=3)[CH:16]=[CH:15][C:14]2=[O:38])=[CH:5][C:6]2[C:11]([CH:12]=1)=[CH:10][CH:9]=[CH:8][CH:7]=2.[NH2:39][C:40]1[CH:44]=[CH:43][O:42][N:41]=1.C1COCC1.C[Si]([N-][Si](C)(C)C)(C)C.[Li+]. (7) Given the product [ClH:36].[ClH:1].[ClH:36].[F:3][C:4]1[CH:5]=[CH:6][C:7]([N:10]([CH:30]2[CH2:31][CH2:32][N:33]([CH2:37][C:38]3[CH:43]=[CH:42][N:41]=[C:40]([C:44]4[CH:49]=[CH:48][CH:47]=[C:46]([O:50][CH3:51])[CH:45]=4)[CH:39]=3)[CH2:34][CH2:35]2)[CH2:11][C:12]2[CH:13]=[C:14]([C:18]3[CH:19]=[C:20]([O:28][CH3:29])[C:21]([O:26][CH3:27])=[C:22]([O:24][CH3:25])[CH:23]=3)[CH:15]=[N:16][CH:17]=2)=[CH:8][CH:9]=1, predict the reactants needed to synthesize it. The reactants are: [ClH:1].Cl.[F:3][C:4]1[CH:9]=[CH:8][C:7]([N:10]([CH:30]2[CH2:35][CH2:34][NH:33][CH2:32][CH2:31]2)[CH2:11][C:12]2[CH:13]=[C:14]([C:18]3[CH:23]=[C:22]([O:24][CH3:25])[C:21]([O:26][CH3:27])=[C:20]([O:28][CH3:29])[CH:19]=3)[CH:15]=[N:16][CH:17]=2)=[CH:6][CH:5]=1.[Cl:36][CH2:37][C:38]1[CH:43]=[CH:42][N:41]=[C:40]([C:44]2[CH:49]=[CH:48][CH:47]=[C:46]([O:50][CH3:51])[CH:45]=2)[CH:39]=1.